This data is from Full USPTO retrosynthesis dataset with 1.9M reactions from patents (1976-2016). The task is: Predict the reactants needed to synthesize the given product. (1) Given the product [C:1]([O:4][CH2:5][C:6]1[CH2:7][C:8]([OH:13])([C:9]([Cl:10])([Cl:11])[Cl:12])[N:23]([C:18]2[C:17]([Cl:16])=[CH:22][CH:21]=[CH:20][N:19]=2)[N:24]=1)(=[O:3])[CH3:2], predict the reactants needed to synthesize it. The reactants are: [C:1]([O:4][CH2:5][C:6](OC)=[CH:7][C:8](=[O:13])[C:9]([Cl:12])([Cl:11])[Cl:10])(=[O:3])[CH3:2].[Cl:16][C:17]1[C:18]([NH:23][NH2:24])=[N:19][CH:20]=[CH:21][CH:22]=1. (2) Given the product [CH3:16][C:15]12[CH2:17][N:1]1[C:4]1[CH:9]=[C:8]([N+:10]([O-:12])=[O:11])[CH:7]=[CH:6][C:5]=1[O:13][CH2:14]2, predict the reactants needed to synthesize it. The reactants are: [N:1]([C:4]1[CH:9]=[C:8]([N+:10]([O-:12])=[O:11])[CH:7]=[CH:6][C:5]=1[O:13][CH2:14][C:15]([CH3:17])=[CH2:16])=[N+]=[N-]. (3) Given the product [F:1][C:2]([F:12])([F:11])[C:3]1[CH:8]=[CH:7][CH:6]=[CH:5][C:4]=1[CH:21]([OH:22])[C:20]1[CH:19]=[CH:18][C:17]([S:14]([CH3:13])(=[O:16])=[O:15])=[CH:24][CH:23]=1, predict the reactants needed to synthesize it. The reactants are: [F:1][C:2]([F:12])([F:11])[C:3]1[CH:8]=[CH:7][CH:6]=[CH:5][C:4]=1[Mg]Br.[CH3:13][S:14]([C:17]1[CH:24]=[CH:23][C:20]([CH:21]=[O:22])=[CH:19][CH:18]=1)(=[O:16])=[O:15].FC(F)(F)C1C=C(Cl)C=CC=1C(O)C1C=CC=CC=1. (4) Given the product [CH3:1][O:2][C:3]([C:5]1[C:6]([OH:24])=[C:7]2[C:12](=[CH:13][N:14]=1)[N:11]([CH2:15][C:16]1[CH:21]=[CH:20][CH:19]=[CH:18][CH:17]=1)[C:10](=[O:22])[C:9]([CH3:25])=[CH:8]2)=[O:4], predict the reactants needed to synthesize it. The reactants are: [CH3:1][O:2][C:3]([C:5]1[C:6]([OH:24])=[C:7]2[C:12](=[CH:13][N:14]=1)[N:11]([CH2:15][C:16]1[CH:21]=[CH:20][CH:19]=[CH:18][CH:17]=1)[C:10](=[O:22])[C:9](Br)=[CH:8]2)=[O:4].[CH3:25][Sn](C)(C)C.